This data is from Reaction yield outcomes from USPTO patents with 853,638 reactions. The task is: Predict the reaction yield, written as a fraction of the theoretical maximum amount of product (1.0 means a 100% yield; for example, 0.34 means a 34% yield). (1) The reactants are [CH3:1][O:2][C:3]1[CH:4]=[C:5]2[C:10](=[CH:11][C:12]=1[O:13][CH3:14])[N:9]=[CH:8][N:7]=[C:6]2[O:15][C:16]1[CH:22]=[CH:21][C:19]([NH2:20])=[CH:18][CH:17]=1.C(N(CC)CC)C.[C:30](Cl)(Cl)=[S:31].[NH2:34][N:35]1[CH2:40][CH2:39][CH2:38][CH2:37][CH2:36]1. The catalyst is CN(C)C=O.C(OCC)(=O)C. The product is [CH3:1][O:2][C:3]1[CH:4]=[C:5]2[C:10](=[CH:11][C:12]=1[O:13][CH3:14])[N:9]=[CH:8][N:7]=[C:6]2[O:15][C:16]1[CH:22]=[CH:21][C:19]([NH:20][C:30]([NH:34][N:35]2[CH2:40][CH2:39][CH2:38][CH2:37][CH2:36]2)=[S:31])=[CH:18][CH:17]=1. The yield is 0.660. (2) The catalyst is C1C=CC([P]([Pd]([P](C2C=CC=CC=2)(C2C=CC=CC=2)C2C=CC=CC=2)([P](C2C=CC=CC=2)(C2C=CC=CC=2)C2C=CC=CC=2)[P](C2C=CC=CC=2)(C2C=CC=CC=2)C2C=CC=CC=2)(C2C=CC=CC=2)C2C=CC=CC=2)=CC=1.O. The reactants are [CH2:1]([N:3]([CH2:16][CH3:17])[C:4]([C:6]1[CH:11]=[CH:10][C:9]([F:12])=[CH:8][C:7]=1B(O)O)=[O:5])[CH3:2].Br[C:19]1[C:20]([O:26][CH3:27])=[N:21][CH:22]=[N:23][C:24]=1[CH3:25].C(=O)([O-])[O-].[Na+].[Na+].C1(C)C=CC=CC=1. The yield is 0.800. The product is [CH2:1]([N:3]([CH2:16][CH3:17])[C:4](=[O:5])[C:6]1[CH:11]=[CH:10][C:9]([F:12])=[CH:8][C:7]=1[C:19]1[C:20]([O:26][CH3:27])=[N:21][CH:22]=[N:23][C:24]=1[CH3:25])[CH3:2].